Dataset: Reaction yield outcomes from USPTO patents with 853,638 reactions. Task: Predict the reaction yield, written as a fraction of the theoretical maximum amount of product (1.0 means a 100% yield; for example, 0.34 means a 34% yield). (1) The product is [CH2:3]([C:5]1[N:9]([C:10]2[N:18]=[C:17]3[C:13]([N:14]=[C:15]([C:20]4([O:26][CH3:27])[CH2:25][CH2:24][CH2:23][N:22]([CH2:38][C:39]([CH3:42])([OH:40])[CH3:41])[CH2:21]4)[N:16]3[CH3:19])=[C:12]([N:28]3[CH2:29][CH2:30][O:31][CH2:32][CH2:33]3)[N:11]=2)[C:8]2[CH:34]=[CH:35][CH:36]=[CH:37][C:7]=2[N:6]=1)[CH3:4]. The yield is 0.340. The reactants are Cl.Cl.[CH2:3]([C:5]1[N:9]([C:10]2[N:18]=[C:17]3[C:13]([N:14]=[C:15]([C:20]4([O:26][CH3:27])[CH2:25][CH2:24][CH2:23][NH:22][CH2:21]4)[N:16]3[CH3:19])=[C:12]([N:28]3[CH2:33][CH2:32][O:31][CH2:30][CH2:29]3)[N:11]=2)[C:8]2[CH:34]=[CH:35][CH:36]=[CH:37][C:7]=2[N:6]=1)[CH3:4].[CH3:38][C:39]1([CH3:42])[CH2:41][O:40]1.CCN(C(C)C)C(C)C. The catalyst is CC#N. (2) The reactants are C([O-])([O-])=O.[K+].[K+].[NH:7]1[CH2:12][CH2:11][O:10][CH2:9][CH2:8]1.Br[CH2:14][CH2:15][CH2:16][C:17]#[N:18]. The catalyst is C(#N)C. The product is [O:10]1[CH2:11][CH2:12][N:7]([CH2:14][CH2:15][CH2:16][C:17]#[N:18])[CH2:8][CH2:9]1. The yield is 0.942. (3) The reactants are [H-].[Al+3].[Li+].[H-].[H-].[H-].[CH:7]([C@@H:10]1[NH:15][C:14](=O)[CH2:13][O:12][CH2:11]1)([CH3:9])[CH3:8]. The catalyst is C1COCC1. The product is [CH:7]([C@H:10]1[CH2:11][O:12][CH2:13][CH2:14][NH:15]1)([CH3:9])[CH3:8]. The yield is 0.830. (4) The reactants are [NH2:1][C:2]1[CH:7]=[CH:6][C:5]([C:8]2[C:9]3[CH:23]=[CH:22][C:21]4[C:16](=[CH:17][CH:18]=[CH:19][CH:20]=4)[C:10]=3[NH:11][C:12](=[O:15])[CH2:13][N:14]=2)=[CH:4][CH:3]=1.[Cl:24][C:25]1[CH:30]=[CH:29][CH:28]=[CH:27][C:26]=1[CH2:31][S:32](Cl)(=[O:34])=[O:33]. No catalyst specified. The product is [Cl:24][C:25]1[CH:30]=[CH:29][CH:28]=[CH:27][C:26]=1[CH2:31][S:32]([NH:1][C:2]1[CH:3]=[CH:4][C:5]([C:8]2[C:9]3[CH:23]=[CH:22][C:21]4[C:16](=[CH:17][CH:18]=[CH:19][CH:20]=4)[C:10]=3[NH:11][C:12](=[O:15])[CH2:13][N:14]=2)=[CH:6][CH:7]=1)(=[O:34])=[O:33]. The yield is 0.270. (5) The reactants are [N+:1]([C:4]1[CH:12]=[CH:11][C:7]([C:8](Cl)=[O:9])=[CH:6][CH:5]=1)([O-:3])=[O:2].[CH3:13][O:14][C:15]1[CH:20]=[CH:19][C:18]([NH2:21])=[CH:17][CH:16]=1.O.Cl. The catalyst is N1C=CC=CC=1. The product is [CH3:13][O:14][C:15]1[CH:20]=[CH:19][C:18]([NH:21][C:8](=[O:9])[C:7]2[CH:11]=[CH:12][C:4]([N+:1]([O-:3])=[O:2])=[CH:5][CH:6]=2)=[CH:17][CH:16]=1. The yield is 0.780.